From a dataset of Plasma protein binding rate (PPBR) regression data from AstraZeneca. Regression/Classification. Given a drug SMILES string, predict its absorption, distribution, metabolism, or excretion properties. Task type varies by dataset: regression for continuous measurements (e.g., permeability, clearance, half-life) or binary classification for categorical outcomes (e.g., BBB penetration, CYP inhibition). For this dataset (ppbr_az), we predict Y. (1) The drug is N#Cc1cnn2c(NC3CC3)cc(-n3ccc4ccc(CO)cc43)nc12. The Y is 98.1 %. (2) The compound is COc1c(C)c2c(c(O)c1C/C=C(\C)CCC(=O)O)C(=O)OC2. The Y is 98.4 %. (3) The compound is O=C(O)CCc1nc(-c2ccccc2)c(-c2ccccc2)o1. The Y is 100.0 %. (4) The drug is Cc1ccc(S(=O)(=O)Nc2c(C(=O)N[C@@H](C)C(C)(C)C)c(C)nn2C2CCC2)cc1. The Y is 98.2 %. (5) The compound is COc1ccc(C2CNC(=O)C2)cc1OC1CCCC1. The Y is 82.7 %. (6) The compound is N#CC1=C2C(=NC1=O)c1cccc3c(N4CCSCC4)ccc2c13. The Y is 98.6 %. (7) The drug is COc1cc2c(ccc(=O)n2CCN2CCC(NCc3cc4c(cn3)OCCO4)CC2)cn1. The Y is 83.4 %. (8) The drug is OCCN1CCN(CCCN2c3ccccc3Sc3ccc(Cl)cc32)CC1. The Y is 98.5 %. (9) The drug is C[C@H]1CN(Cc2cc(Cl)ccc2OCC(=O)O)CCN1C(=O)Cc1ccc(F)cc1. The Y is 97.1 %.